The task is: Predict the product of the given reaction.. This data is from Forward reaction prediction with 1.9M reactions from USPTO patents (1976-2016). Given the reactants Cl.[Cl:2][C:3]1[CH:8]=[CH:7][C:6]([CH:9]([CH:13]2[CH2:18][CH2:17][N:16](C(OC(C)(C)C)=O)[CH2:15][CH2:14]2)[CH:10]([F:12])[F:11])=[CH:5][CH:4]=1, predict the reaction product. The product is: [ClH:2].[Cl:2][C:3]1[CH:4]=[CH:5][C:6]([CH:9]([CH:13]2[CH2:14][CH2:15][NH:16][CH2:17][CH2:18]2)[CH:10]([F:11])[F:12])=[CH:7][CH:8]=1.